This data is from Catalyst prediction with 721,799 reactions and 888 catalyst types from USPTO. The task is: Predict which catalyst facilitates the given reaction. (1) Reactant: [N+:1]([O-:4])(O)=[O:2].[Br:5][C:6]1[CH:11]=[C:10]([F:12])[CH:9]=[C:8]([Br:13])[C:7]=1[O:14][CH3:15]. Product: [Br:5][C:6]1[CH:11]=[C:10]([F:12])[C:9]([N+:1]([O-:4])=[O:2])=[C:8]([Br:13])[C:7]=1[O:14][CH3:15]. The catalyst class is: 82. (2) Reactant: CC1C=CC(S(O)(=O)=O)=CC=1.[F:12][C:13]1[CH:18]=[CH:17][C:16]([S:19]([N:22]2[C:31]3[C:26](=[CH:27][C:28]([C:32]([OH:41])([C:37]([F:40])([F:39])[F:38])[C:33]([F:36])([F:35])[F:34])=[CH:29][CH:30]=3)[CH2:25][CH2:24][C@H:23]2[CH2:42][C:43]([NH:45][NH:46][C:47]([S:49][CH3:50])=[S:48])=O)(=[O:21])=[O:20])=[CH:15][CH:14]=1. Product: [F:38][C:37]([F:39])([F:40])[C:32]([C:28]1[CH:27]=[C:26]2[C:31](=[CH:30][CH:29]=1)[N:22]([S:19]([C:16]1[CH:15]=[CH:14][C:13]([F:12])=[CH:18][CH:17]=1)(=[O:20])=[O:21])[C@H:23]([CH2:42][C:43]1[S:48][C:47]([S:49][CH3:50])=[N:46][N:45]=1)[CH2:24][CH2:25]2)([OH:41])[C:33]([F:36])([F:34])[F:35]. The catalyst class is: 11.